Dataset: Catalyst prediction with 721,799 reactions and 888 catalyst types from USPTO. Task: Predict which catalyst facilitates the given reaction. (1) Product: [OH:1][C:2]1[CH:19]=[CH:18][C:17]2[C@@H:16]3[C@H:7]([C@H:8]4[C@@:12]([CH2:14][C@@H:15]3[CH2:20][CH2:21][CH2:22][CH2:23][CH2:24][CH2:25][CH2:26][CH2:27][CH:28]([CH2:32][CH2:33][CH2:34][C:35]([F:46])([F:47])[C:36]([F:44])([F:45])[C:37]([F:42])([F:43])[C:38]([F:39])([F:40])[F:41])[C:29]([OH:31])=[O:30])([CH3:13])[C:11](=[O:48])[CH2:10][CH2:9]4)[CH2:6][CH2:5][C:4]=2[CH:3]=1. The catalyst class is: 21. Reactant: [OH:1][C:2]1[CH:19]=[CH:18][C:17]2[C@@H:16]3[C@H:7]([C@H:8]4[C@@:12]([CH2:14][C@@H:15]3[CH2:20][CH2:21][CH2:22][CH2:23][CH2:24][CH2:25][CH2:26][CH2:27][CH:28]([CH2:32][CH2:33][CH2:34][C:35]([F:47])([F:46])[C:36]([F:45])([F:44])[C:37]([F:43])([F:42])[C:38]([F:41])([F:40])[F:39])[C:29]([OH:31])=[O:30])([CH3:13])[C@@H:11]([OH:48])[CH2:10][CH2:9]4)[CH2:6][CH2:5][C:4]=2[CH:3]=1.CC(C)=O.OS(O)(=O)=O.O=[Cr](=O)=O.C(O)(C)C.O. (2) Reactant: [CH2:1]([O:8][C@:9]1([CH3:24])[C@H:12]([CH2:13][OH:14])[N:11]([C:15]2[CH:20]=[CH:19][C:18]([O:21][CH3:22])=[CH:17][CH:16]=2)[C:10]1=[O:23])[C:2]1[CH:7]=[CH:6][CH:5]=[CH:4][CH:3]=1.[F:25][C:26]([F:39])([F:38])[S:27](O[S:27]([C:26]([F:39])([F:38])[F:25])(=[O:29])=[O:28])(=[O:29])=[O:28].C(N(CC)CC)C.O. Product: [CH2:1]([O:8][C@:9]1([CH3:24])[C@H:12]([CH2:13][O:14][S:27]([C:26]([F:39])([F:38])[F:25])(=[O:29])=[O:28])[N:11]([C:15]2[CH:16]=[CH:17][C:18]([O:21][CH3:22])=[CH:19][CH:20]=2)[C:10]1=[O:23])[C:2]1[CH:7]=[CH:6][CH:5]=[CH:4][CH:3]=1. The catalyst class is: 4. (3) Reactant: [OH:1][C:2]1[CH:7]=[CH:6][C:5]([CH:8]2[CH2:13][CH2:12][C:11](=O)[CH2:10][CH2:9]2)=[CH:4][CH:3]=1.[CH3:15][NH2:16]. Product: [OH:1][C:2]1[CH:7]=[CH:6][C:5]([C@H:8]2[CH2:13][CH2:12][C@H:11]([NH:16][CH3:15])[CH2:10][CH2:9]2)=[CH:4][CH:3]=1. The catalyst class is: 7. (4) Reactant: Br[C:2]1[C:3]([C:8]([OH:10])=O)=[N:4][N:5]([CH3:7])[CH:6]=1.C1COCC1.B.C1COCC1.[Cl:22][C:23]1[C:28]([F:29])=[CH:27][CH:26]=[C:25]([O:30][CH3:31])[C:24]=1[C@H:32]([C:34]1[C:42]2[C:37](=[N:38][CH:39]=[C:40](B3OC(C)(C)C(C)(C)O3)[CH:41]=2)[NH:36][CH:35]=1)[CH3:33].C([O-])([O-])=O.[K+].[K+].O. Product: [Cl:22][C:23]1[C:28]([F:29])=[CH:27][CH:26]=[C:25]([O:30][CH3:31])[C:24]=1[C@H:32]([C:34]1[C:42]2[C:37](=[N:38][CH:39]=[C:40]([C:2]3[C:3]([CH2:8][OH:10])=[N:4][N:5]([CH3:7])[CH:6]=3)[CH:41]=2)[NH:36][CH:35]=1)[CH3:33]. The catalyst class is: 12. (5) Reactant: Cl.[CH2:2]([O:4][P:5]([C:10]([C:13]1[CH:18]=[CH:17][C:16]([CH2:19][NH:20][CH2:21][C:22]2[CH:27]=[CH:26][C:25]([C:28]([P:31]([O:36][CH2:37][CH3:38])([O:33][CH2:34][CH3:35])=[O:32])([F:30])[F:29])=[CH:24][CH:23]=2)=[CH:15][CH:14]=1)([F:12])[F:11])(=[O:9])[O:6][CH2:7][CH3:8])[CH3:3].[C:39](Cl)(=[O:46])[C:40]1[CH:45]=[CH:44][CH:43]=[CH:42][CH:41]=1. Product: [CH2:37]([O:36][P:31]([C:28]([C:25]1[CH:26]=[CH:27][C:22]([CH2:21][N:20]([C:39](=[O:46])[C:40]2[CH:45]=[CH:44][CH:43]=[CH:42][CH:41]=2)[CH2:19][C:16]2[CH:15]=[CH:14][C:13]([C:10]([P:5]([O:6][CH2:7][CH3:8])([O:4][CH2:2][CH3:3])=[O:9])([F:11])[F:12])=[CH:18][CH:17]=2)=[CH:23][CH:24]=1)([F:30])[F:29])(=[O:32])[O:33][CH2:34][CH3:35])[CH3:38]. The catalyst class is: 79. (6) Product: [Br:1][C:2]1[C:3]2[C:4]([S:19][C:20]3[CH:25]=[CH:24][C:23]([Cl:26])=[CH:22][CH:21]=3)=[C:5]3[CH:14]([CH2:15][C:16]([O:18][CH3:46])=[O:17])[CH2:13][CH2:12][N:6]3[C:7]=2[CH:8]=[C:9]([CH:27]=[CH2:28])[CH:10]=1. The catalyst class is: 533. Reactant: [Br:1][C:2]1[C:3]2[C:4]([S:19][C:20]3[CH:25]=[CH:24][C:23]([Cl:26])=[CH:22][CH:21]=3)=[C:5]3[CH:14]([CH2:15][C:16]([OH:18])=[O:17])[CH2:13][CH2:12][N:6]3[C:7]=2[CH:8]=[C:9](I)[CH:10]=1.[C:27]1([As](C2C=CC=CC=2)C2C=CC=CC=2)C=CC=C[CH:28]=1.[CH2:46]([Sn](CCCC)(CCCC)C=C)CCC. (7) Reactant: F[C:2](F)(F)C(O)=O.[CH2:8]([N:15]([Si](C)(C)C)[CH2:16]OC)[C:9]1[CH:14]=[CH:13][CH:12]=[CH:11][CH:10]=1.[F:23][C:24]1[CH:29]=[C:28]([F:30])[CH:27]=[CH:26][C:25]=1/[CH:31]=[CH:32]/[C:33]([O:35][CH3:36])=[O:34]. Product: [CH2:8]([N:15]1[CH2:16][C@@H:31]([C:25]2[CH:26]=[CH:27][C:28]([F:30])=[CH:29][C:24]=2[F:23])[C@H:32]([C:33]([O:35][CH3:36])=[O:34])[CH2:2]1)[C:9]1[CH:10]=[CH:11][CH:12]=[CH:13][CH:14]=1. The catalyst class is: 4.